Dataset: hERG Central: cardiac toxicity at 1µM, 10µM, and general inhibition. Task: Predict hERG channel inhibition at various concentrations. (1) The compound is Cc1ccc(-c2csc(NC(=O)C[n+]3cc(-c4ccc(C)cc4)n4c3CCC4)n2)cc1.[Cl-]. Results: hERG_inhib (hERG inhibition (general)): blocker. (2) The drug is O=C(/C=C/c1ccc(Cl)cc1)N1CCN(c2ccccc2[N+](=O)[O-])CC1. Results: hERG_inhib (hERG inhibition (general)): blocker.